The task is: Predict the reaction yield, written as a fraction of the theoretical maximum amount of product (1.0 means a 100% yield; for example, 0.34 means a 34% yield).. This data is from Reaction yield outcomes from USPTO patents with 853,638 reactions. (1) The reactants are C1(N)C(F)=C(F)C(F)=C(N)C=1F.Cl.Cl.[CH2:15]([O:22][NH:23][C@H:24]1[CH2:29][NH:28][C@H:27]([C:30]([O:32]C)=[O:31])[CH2:26][CH2:25]1)[C:16]1[CH:21]=[CH:20][CH:19]=[CH:18][CH:17]=1.[OH-].[Na+].Cl.C(=O)([O-])[O-].[K+].[K+].C(OC([O:45][C:46]([O:48][C:49]([CH3:52])([CH3:51])[CH3:50])=O)=O)([O:45][C:46]([O:48][C:49]([CH3:52])([CH3:51])[CH3:50])=O)=O. The catalyst is O.O1CCOCC1. The product is [CH2:15]([O:22][NH:23][C@H:24]1[CH2:29][N:28]([C:46]([O:48][C:49]([CH3:52])([CH3:51])[CH3:50])=[O:45])[C@H:27]([C:30]([OH:32])=[O:31])[CH2:26][CH2:25]1)[C:16]1[CH:17]=[CH:18][CH:19]=[CH:20][CH:21]=1. The yield is 1.00. (2) The reactants are [OH:1][C:2]1[CH:7]=[CH:6][C:5]([C:8]2[O:12][C:11]([CH3:14])([CH3:13])[C:10](=[O:15])[C:9]=2[C:16]2[CH:21]=[CH:20][C:19]([O:22][CH3:23])=[CH:18][CH:17]=2)=[CH:4][CH:3]=1.C([O-])([O-])=O.[K+].[K+].Cl[CH2:31][C:32]1[CH:41]=[CH:40][C:39]2[C:34](=[CH:35][CH:36]=[CH:37][CH:38]=2)[N:33]=1. The catalyst is C(#N)C. The product is [CH3:23][O:22][C:19]1[CH:18]=[CH:17][C:16]([C:9]2[C:10](=[O:15])[C:11]([CH3:13])([CH3:14])[O:12][C:8]=2[C:5]2[CH:4]=[CH:3][C:2]([O:1][CH2:31][C:32]3[CH:41]=[CH:40][C:39]4[C:34](=[CH:35][CH:36]=[CH:37][CH:38]=4)[N:33]=3)=[CH:7][CH:6]=2)=[CH:21][CH:20]=1. The yield is 0.580. (3) No catalyst specified. The yield is 0.446. The reactants are Cl.[NH:2]([C:4]1C=C(C=CC=1)C(OCC)=O)[NH2:3].[CH3:15][N:16]1[CH:20]=[C:19]([C:21](=O)[CH2:22][C:23]#[N:24])[CH:18]=[N:17]1. The product is [CH3:4][N:2]1[C:23]([NH2:24])=[CH:22][C:21]([C:19]2[CH:18]=[N:17][N:16]([CH3:15])[CH:20]=2)=[N:3]1. (4) The reactants are [F:1][C:2]1[CH:10]=[C:9]2[C:5]([C:6]([C:20]3[CH:21]=[N:22][N:23](C4C=CN=CC=4)[CH:24]=3)=[CH:7][N:8]2[S:11]([C:14]2[CH:19]=[CH:18][CH:17]=[CH:16][CH:15]=2)(=[O:13])=[O:12])=[CH:4][CH:3]=1.CC1(C)C(C)(C)OB(C2C=NN([C:44]3[CH:49]=[CH:48][CH:47]=[CH:46][N:45]=3)C=2)O1. No catalyst specified. The product is [F:1][C:2]1[CH:10]=[C:9]2[C:5]([C:6]([C:20]3[CH:21]=[N:22][N:23]([C:44]4[CH:49]=[CH:48][CH:47]=[CH:46][N:45]=4)[CH:24]=3)=[CH:7][N:8]2[S:11]([C:14]2[CH:19]=[CH:18][CH:17]=[CH:16][CH:15]=2)(=[O:12])=[O:13])=[CH:4][CH:3]=1. The yield is 0.620. (5) The yield is 0.600. The reactants are N(C(OCC)=O)=NC(OCC)=O.C1(P(C2C=CC=CC=2)C2C=CC=CC=2)C=CC=CC=1.[Br:32][C:33]1[C:42]([OH:43])=[CH:41][CH:40]=[C:39]2[C:34]=1[CH:35]=[CH:36][N:37]=[CH:38]2.[C:44]([N:51]1[CH2:56][CH2:55][CH:54](O)[CH2:53][CH2:52]1)([O:46][C:47]([CH3:50])([CH3:49])[CH3:48])=[O:45].C(N(CC)CC)C. The catalyst is ClCCl. The product is [C:47]([O:46][C:44]([N:51]1[CH2:56][CH2:55][CH:54]([O:43][C:42]2[C:33]([Br:32])=[C:34]3[C:39](=[CH:40][CH:41]=2)[CH:38]=[N:37][CH:36]=[CH:35]3)[CH2:53][CH2:52]1)=[O:45])([CH3:50])([CH3:48])[CH3:49].